This data is from Reaction yield outcomes from USPTO patents with 853,638 reactions. The task is: Predict the reaction yield, written as a fraction of the theoretical maximum amount of product (1.0 means a 100% yield; for example, 0.34 means a 34% yield). (1) The reactants are [C:1](O)(=O)[C:2]1[CH:7]=CC=C[CH:3]=1.FC(F)(F)[C:12]([OH:14])=[O:13].[Cl:17][C:18]1[CH:19]=[C:20]2[C:25](=[CH:26][CH:27]=1)[CH:24]=[C:23]([S:28]([N:31]1[CH2:36][CH2:35][NH:34][CH2:33][CH2:32]1)(=[O:30])=[O:29])[CH:22]=[CH:21]2.ON1[C:42]2[CH:43]=[CH:44][CH:45]=[CH:46][C:41]=2N=N1.CN1CC[O:51][CH2:50]C1.Cl.CN(C)[CH2:57][CH2:58][CH2:59][N:60]=[C:61]=[N:62]CC.[CH3:66]N(C)C=O. The catalyst is ClCCl. The product is [C:2]([O:14][C:12]([NH:62][C:61]1[CH:66]=[CH:57][C:58]([C:41]2[CH:46]=[CH:45][C:44]([C:50]([N:34]3[CH2:33][CH2:32][N:31]([S:28]([C:23]4[CH:22]=[CH:21][C:20]5[C:25](=[CH:26][CH:27]=[C:18]([Cl:17])[CH:19]=5)[CH:24]=4)(=[O:29])=[O:30])[CH2:36][CH2:35]3)=[O:51])=[CH:43][CH:42]=2)=[CH:59][N:60]=1)=[O:13])([CH3:7])([CH3:3])[CH3:1]. The yield is 0.900. (2) The reactants are [CH2:1]([O:8][C:9]([NH:11][C:12]1[C:13](=[O:45])[N:14]([CH2:18][C:19]([NH:21][CH:22]([C:31](=[O:44])[CH2:32][O:33][C:34](=[O:43])[C:35]2[C:40]([Cl:41])=[CH:39][CH:38]=[CH:37][C:36]=2[Cl:42])[CH2:23][C:24]([O:26]C(C)(C)C)=[O:25])=[O:20])[CH:15]=[CH:16][CH:17]=1)=[O:10])[C:2]1[CH:7]=[CH:6][CH:5]=[CH:4][CH:3]=1.FC(F)(F)C(O)=O. The catalyst is ClCCl. The product is [CH2:1]([O:8][C:9]([NH:11][C:12]1[C:13](=[O:45])[N:14]([CH2:18][C:19]([NH:21][CH:22]([C:31](=[O:44])[CH2:32][O:33][C:34](=[O:43])[C:35]2[C:40]([Cl:41])=[CH:39][CH:38]=[CH:37][C:36]=2[Cl:42])[CH2:23][C:24]([OH:26])=[O:25])=[O:20])[CH:15]=[CH:16][CH:17]=1)=[O:10])[C:2]1[CH:7]=[CH:6][CH:5]=[CH:4][CH:3]=1. The yield is 0.850. (3) The product is [NH2:1][C:4]1[CH:5]=[C:6]([O:10][C:11](=[O:17])[N:12]([CH2:15][CH3:16])[CH2:13][CH3:14])[CH:7]=[CH:8][CH:9]=1. The yield is 0.450. The reactants are [N+:1]([C:4]1[CH:5]=[C:6]([O:10][C:11](=[O:17])[N:12]([CH2:15][CH3:16])[CH2:13][CH3:14])[CH:7]=[CH:8][CH:9]=1)([O-])=O. The catalyst is C(OCC)(=O)C. (4) The reactants are S1C2C=CC(B(O)O)=CC=2N=C1.C([O:15][C:16](=[O:38])[CH:17]([C:23]1[C:24]([I:37])=[C:25]2[C:32]3[CH2:33][CH2:34][CH2:35][CH2:36][C:31]=3[S:30][C:26]2=[N:27][C:28]=1[CH3:29])[O:18][C:19]([CH3:22])([CH3:21])[CH3:20])C.C(=O)([O-])[O-].[Cs+].[Cs+].[OH-].[Li+].Cl. The catalyst is O1CCOCC1.O.C1C=CC(P(C2C=CC=CC=2)[C-]2C=CC=C2)=CC=1.C1C=CC(P(C2C=CC=CC=2)[C-]2C=CC=C2)=CC=1.Cl[Pd]Cl.[Fe+2].C1COCC1. The product is [C:19]([O:18][CH:17]([C:23]1[C:24]([I:37])=[C:25]2[C:32]3[CH2:33][CH2:34][CH2:35][CH2:36][C:31]=3[S:30][C:26]2=[N:27][C:28]=1[CH3:29])[C:16]([OH:38])=[O:15])([CH3:22])([CH3:20])[CH3:21]. The yield is 0.230. (5) The catalyst is C(Cl)Cl.C(OCC)(=O)C. The yield is 1.00. The reactants are Cl.O1CCOCC1.C(OC([NH:15][C:16]1[CH:21]=[CH:20][C:19]([C@H:22]2[C@@H:27]([C:28]([O:30][CH2:31][CH3:32])=[O:29])[CH2:26][CH2:25][CH2:24][N:23]2[C:33](=[O:42])[C:34]2[C:39]([CH3:40])=[CH:38][CH:37]=[CH:36][C:35]=2[F:41])=[CH:18][CH:17]=1)=O)(C)(C)C.C([O-])(O)=O.[Na+]. The product is [NH2:15][C:16]1[CH:21]=[CH:20][C:19]([C@H:22]2[C@@H:27]([C:28]([O:30][CH2:31][CH3:32])=[O:29])[CH2:26][CH2:25][CH2:24][N:23]2[C:33](=[O:42])[C:34]2[C:39]([CH3:40])=[CH:38][CH:37]=[CH:36][C:35]=2[F:41])=[CH:18][CH:17]=1. (6) The yield is 0.220. The catalyst is CN(C)C=O. The reactants are [CH:1]([O:4][C:5]1[CH:9]=[C:8]([CH2:10][CH2:11][C:12]([O:14][CH2:15][CH3:16])=[O:13])[NH:7][N:6]=1)([CH3:3])[CH3:2].[H-].[Na+].[Cl:19][C:20]1[CH:27]=[C:26]([C:28]([F:31])([F:30])[F:29])[CH:25]=[CH:24][C:21]=1[CH2:22]Br.Cl. The product is [Cl:19][C:20]1[CH:27]=[C:26]([C:28]([F:29])([F:30])[F:31])[CH:25]=[CH:24][C:21]=1[CH2:22][N:7]1[C:8]([CH2:10][CH2:11][C:12]([O:14][CH2:15][CH3:16])=[O:13])=[CH:9][C:5]([O:4][CH:1]([CH3:3])[CH3:2])=[N:6]1. (7) The reactants are [Si:1]([O:8][C@H:9]1[C@H:14]([NH:15][C:16](=[O:22])[O:17][C:18]([CH3:21])([CH3:20])[CH3:19])[CH2:13][CH2:12][NH:11][CH2:10]1)([C:4]([CH3:7])([CH3:6])[CH3:5])([CH3:3])[CH3:2].Br[CH2:24][CH2:25][OH:26].C(N(C(C)C)C(C)C)C. No catalyst specified. The product is [Si:1]([O:8][C@H:9]1[C@H:14]([NH:15][C:16](=[O:22])[O:17][C:18]([CH3:21])([CH3:20])[CH3:19])[CH2:13][CH2:12][N:11]([CH2:24][CH2:25][OH:26])[CH2:10]1)([C:4]([CH3:7])([CH3:6])[CH3:5])([CH3:3])[CH3:2]. The yield is 0.670.